This data is from Full USPTO retrosynthesis dataset with 1.9M reactions from patents (1976-2016). The task is: Predict the reactants needed to synthesize the given product. The reactants are: [NH:1]1[C:9]2[C:4](=[CH:5][CH:6]=[CH:7][CH:8]=2)[C:3]2([C:13]3[C:14]4[C:18]([CH:19]=[CH:20][C:12]=3[O:11][CH2:10]2)=[N:17][O:16][N:15]=4)[C:2]1=[O:21].[H-].[Na+].[CH2:24]([O:31][C:32]1[CH:33]=[CH:34][C:35]([CH2:38]Cl)=[N:36][CH:37]=1)[C:25]1[CH:30]=[CH:29][CH:28]=[CH:27][CH:26]=1.[Cl-].[NH4+]. Given the product [CH2:24]([O:31][C:32]1[CH:33]=[CH:34][C:35]([CH2:38][N:15]2[C:14]3[C:13]4[C:3]5([C:4]6[C:9](=[CH:8][CH:7]=[CH:6][CH:5]=6)[NH:1][C:2]5=[O:21])[CH2:10][O:11][C:12]=4[CH:20]=[CH:19][C:18]=3[NH:17][O:16]2)=[N:36][CH:37]=1)[C:25]1[CH:26]=[CH:27][CH:28]=[CH:29][CH:30]=1, predict the reactants needed to synthesize it.